This data is from Cav3 T-type calcium channel HTS with 100,875 compounds. The task is: Binary Classification. Given a drug SMILES string, predict its activity (active/inactive) in a high-throughput screening assay against a specified biological target. (1) The drug is S(=O)(=O)(NC(C(C)C)C(=O)NCc1cc2OCOc2cc1)c1sccc1. The result is 0 (inactive). (2) The molecule is S(=O)(=O)(CCC(=O)NC1CC1)Cc1ccc(cc1)C. The result is 0 (inactive). (3) The drug is Fc1ccc(NC(=O)N2C(CCCC2)CC)cc1. The result is 0 (inactive). (4) The molecule is O(c1ccc(Nc2ncnc3n(ncc23)Cc2ccc(cc2)C)cc1)C. The result is 0 (inactive).